Dataset: NCI-60 drug combinations with 297,098 pairs across 59 cell lines. Task: Regression. Given two drug SMILES strings and cell line genomic features, predict the synergy score measuring deviation from expected non-interaction effect. (1) Drug 1: CC1C(C(CC(O1)OC2CC(CC3=C2C(=C4C(=C3O)C(=O)C5=C(C4=O)C(=CC=C5)OC)O)(C(=O)C)O)N)O.Cl. Drug 2: CC1=CC2C(CCC3(C2CCC3(C(=O)C)OC(=O)C)C)C4(C1=CC(=O)CC4)C. Cell line: BT-549. Synergy scores: CSS=30.0, Synergy_ZIP=7.11, Synergy_Bliss=10.8, Synergy_Loewe=-16.5, Synergy_HSA=8.69. (2) Drug 2: C1CC(=O)NC(=O)C1N2C(=O)C3=CC=CC=C3C2=O. Synergy scores: CSS=-3.40, Synergy_ZIP=6.06, Synergy_Bliss=2.97, Synergy_Loewe=2.38, Synergy_HSA=-3.43. Drug 1: CC1C(C(CC(O1)OC2CC(CC3=C2C(=C4C(=C3O)C(=O)C5=C(C4=O)C(=CC=C5)OC)O)(C(=O)CO)O)N)O.Cl. Cell line: HCC-2998. (3) Drug 1: CS(=O)(=O)C1=CC(=C(C=C1)C(=O)NC2=CC(=C(C=C2)Cl)C3=CC=CC=N3)Cl. Drug 2: CCCS(=O)(=O)NC1=C(C(=C(C=C1)F)C(=O)C2=CNC3=C2C=C(C=N3)C4=CC=C(C=C4)Cl)F. Cell line: OVCAR-4. Synergy scores: CSS=4.01, Synergy_ZIP=-0.909, Synergy_Bliss=0.401, Synergy_Loewe=-0.521, Synergy_HSA=-1.06. (4) Drug 2: COC1=NC(=NC2=C1N=CN2C3C(C(C(O3)CO)O)O)N. Synergy scores: CSS=1.30, Synergy_ZIP=-1.62, Synergy_Bliss=-2.46, Synergy_Loewe=-6.56, Synergy_HSA=-6.42. Drug 1: C1C(C(OC1N2C=C(C(=O)NC2=O)F)CO)O. Cell line: 786-0. (5) Drug 1: COC1=C(C=C2C(=C1)N=CN=C2NC3=CC(=C(C=C3)F)Cl)OCCCN4CCOCC4. Drug 2: CCCCC(=O)OCC(=O)C1(CC(C2=C(C1)C(=C3C(=C2O)C(=O)C4=C(C3=O)C=CC=C4OC)O)OC5CC(C(C(O5)C)O)NC(=O)C(F)(F)F)O. Cell line: NCI-H226. Synergy scores: CSS=20.2, Synergy_ZIP=-4.26, Synergy_Bliss=-0.976, Synergy_Loewe=0.804, Synergy_HSA=0.346. (6) Drug 1: CC1=C(C=C(C=C1)NC2=NC=CC(=N2)N(C)C3=CC4=NN(C(=C4C=C3)C)C)S(=O)(=O)N.Cl. Drug 2: CCCCC(=O)OCC(=O)C1(CC(C2=C(C1)C(=C3C(=C2O)C(=O)C4=C(C3=O)C=CC=C4OC)O)OC5CC(C(C(O5)C)O)NC(=O)C(F)(F)F)O. Cell line: UO-31. Synergy scores: CSS=19.1, Synergy_ZIP=15.4, Synergy_Bliss=15.6, Synergy_Loewe=13.2, Synergy_HSA=18.5.